From a dataset of Reaction yield outcomes from USPTO patents with 853,638 reactions. Predict the reaction yield, written as a fraction of the theoretical maximum amount of product (1.0 means a 100% yield; for example, 0.34 means a 34% yield). (1) The reactants are [CH3:1][C:2]1[O:6][N:5]=[C:4]([C:7]2[CH:12]=[CH:11][CH:10]=[CH:9][CH:8]=2)[C:3]=1[CH2:13][OH:14].Cl[C:16]1[N:21]=[C:20]([C:22]#[N:23])[CH:19]=[CH:18][CH:17]=1.[H-].[Na+].C1OCCOCCOCCOCCOCCOC1. The catalyst is C1(C)C=CC=CC=1.C(OCC)(=O)C. The product is [CH3:1][C:2]1[O:6][N:5]=[C:4]([C:7]2[CH:12]=[CH:11][CH:10]=[CH:9][CH:8]=2)[C:3]=1[CH2:13][O:14][C:16]1[N:21]=[C:20]([C:22]#[N:23])[CH:19]=[CH:18][CH:17]=1. The yield is 0.240. (2) The reactants are [Cl:1][C:2]1[CH:3]=[C:4]([F:11])[C:5]([C:8]([OH:10])=O)=[N:6][CH:7]=1.[NH2:12][C:13]1[CH:14]=[CH:15][C:16]([F:50])=[C:17]([C@:19]2([CH3:49])[CH2:24][O:23][CH2:22][C:21]([NH:25]C(C3C=CC(OC)=CC=3)(C3C=CC(OC)=CC=3)C3C=CC=CC=3)=[N:20]2)[CH:18]=1.F[P-](F)(F)(F)(F)F.N1(OC(N(C)C)=[N+](C)C)C2N=CC=CC=2N=N1.CCN(C(C)C)C(C)C.FC(F)(F)C(O)=O. The catalyst is ClCCl. The product is [ClH:1].[NH2:25][C:21]1[CH2:22][O:23][CH2:24][C@:19]([C:17]2[CH:18]=[C:13]([NH:12][C:8]([C:5]3[C:4]([F:11])=[CH:3][C:2]([Cl:1])=[CH:7][N:6]=3)=[O:10])[CH:14]=[CH:15][C:16]=2[F:50])([CH3:49])[N:20]=1. The yield is 0.240. (3) The reactants are [C:1]1([S:7]([N:10]2[C:14]3=[N:15][CH:16]=[CH:17][CH:18]=[C:13]3[CH:12]=[C:11]2[C:19](OS(C2C=CC(C)=CC=2)(=O)=O)=[CH:20][CH:21]2[CH2:25][CH2:24][CH2:23][CH2:22]2)(=[O:9])=[O:8])[CH:6]=[CH:5][CH:4]=[CH:3][CH:2]=1.[CH3:37][O:38][C:39]1[CH:44]=[CH:43][C:42](B(O)O)=[CH:41][N:40]=1.C(=O)([O-])[O-].[Na+].[Na+]. The catalyst is O1CCOCC1.C(OCC)(=O)C.Cl[Pd](Cl)([P](C1C=CC=CC=1)(C1C=CC=CC=1)C1C=CC=CC=1)[P](C1C=CC=CC=1)(C1C=CC=CC=1)C1C=CC=CC=1. The product is [C:1]1([S:7]([N:10]2[C:14]3=[N:15][CH:16]=[CH:17][CH:18]=[C:13]3[CH:12]=[C:11]2[C:19]([C:42]2[CH:41]=[N:40][C:39]([O:38][CH3:37])=[CH:44][CH:43]=2)=[CH:20][CH:21]2[CH2:25][CH2:24][CH2:23][CH2:22]2)(=[O:9])=[O:8])[CH:2]=[CH:3][CH:4]=[CH:5][CH:6]=1. The yield is 0.830.